Dataset: Forward reaction prediction with 1.9M reactions from USPTO patents (1976-2016). Task: Predict the product of the given reaction. Given the reactants [CH2:1]([O:3][C:4]([C:6]1[C:10]([CH3:11])=[C:9]([C:12]2[CH:17]=[CH:16][C:15]([Cl:18])=[CH:14][CH:13]=2)[NH:8][N:7]=1)=[O:5])[CH3:2].[OH-].[K+].[CH3:21]I, predict the reaction product. The product is: [CH2:1]([O:3][C:4]([C:6]1[N:7]([CH3:21])[N:8]=[C:9]([C:12]2[CH:13]=[CH:14][C:15]([Cl:18])=[CH:16][CH:17]=2)[C:10]=1[CH3:11])=[O:5])[CH3:2].[CH2:1]([O:3][C:4]([C:6]1[C:10]([CH3:11])=[C:9]([C:12]2[CH:13]=[CH:14][C:15]([Cl:18])=[CH:16][CH:17]=2)[N:8]([CH3:21])[N:7]=1)=[O:5])[CH3:2].